Dataset: Kir2.1 potassium channel HTS with 301,493 compounds. Task: Binary Classification. Given a drug SMILES string, predict its activity (active/inactive) in a high-throughput screening assay against a specified biological target. The molecule is S(c1n(Cc2ccccc2)ccn1)c1c([N+]([O-])=O)cc(cc1)C(F)(F)F. The result is 1 (active).